This data is from Catalyst prediction with 721,799 reactions and 888 catalyst types from USPTO. The task is: Predict which catalyst facilitates the given reaction. (1) Reactant: [CH3:1][O:2][C:3]([NH:5][C@@H:6]([CH:64]([CH3:66])[CH3:65])[C:7]([N:9]1[CH2:13][C@@H:12]([CH3:14])[CH2:11][C@H:10]1[C:15]1[NH:16][C:17]([C:20]2[CH:21]=[C:22]3[CH2:35][O:34][C:33]4[C:24]5=[C:25]([CH:30]=[C:31]([C:36]6[NH:40][C:39]([C@@H:41]7[CH2:45][C@H:44]([CH3:46])[CH2:43][N:42]7[C:47](=[O:63])[C@H:48]([NH:55]C(OC(C)(C)C)=O)[C:49]7[CH:54]=[CH:53][CH:52]=[CH:51][CH:50]=7)=[N:38][CH:37]=6)[CH:32]=4)[CH2:26][O:27][C:28]([CH:29]=2)=[C:23]35)=[CH:18][N:19]=1)=[O:8])=[O:4].Cl. Product: [NH2:55][C@H:48]([C:49]1[CH:50]=[CH:51][CH:52]=[CH:53][CH:54]=1)[C:47]([N:42]1[CH2:43][C@@H:44]([CH3:46])[CH2:45][C@H:41]1[C:39]1[NH:40][C:36]([C:31]2[CH:32]=[C:33]3[O:34][CH2:35][C:22]4[C:23]5[C:24]3=[C:25]([CH2:26][O:27][C:28]=5[CH:29]=[C:20]([C:17]3[NH:16][C:15]([C@@H:10]5[CH2:11][C@H:12]([CH3:14])[CH2:13][N:9]5[C:7](=[O:8])[C@@H:6]([NH:5][C:3](=[O:4])[O:2][CH3:1])[CH:64]([CH3:65])[CH3:66])=[N:19][CH:18]=3)[CH:21]=4)[CH:30]=2)=[CH:37][N:38]=1)=[O:63]. The catalyst class is: 8. (2) Reactant: C(OC([N:8]1[CH2:13][CH2:12][CH:11]([N:14]2[CH:18]=[C:17]([C:19]3[CH:24]=[CH:23][N:22]=[CH:21][CH:20]=3)[C:16]([C:25]3[CH:30]=[CH:29][CH:28]=[C:27]([NH:31][C:32]([NH:34][C:35]4[CH:40]=[CH:39][C:38]([C:41]([F:44])([F:43])[F:42])=[CH:37][CH:36]=4)=[O:33])[CH:26]=3)=[N:15]2)[CH2:10][CH2:9]1)=O)(C)(C)C. Product: [NH:8]1[CH2:9][CH2:10][CH:11]([N:14]2[CH:18]=[C:17]([C:19]3[CH:20]=[CH:21][N:22]=[CH:23][CH:24]=3)[C:16]([C:25]3[CH:26]=[C:27]([NH:31][C:32]([NH:34][C:35]4[CH:36]=[CH:37][C:38]([C:41]([F:44])([F:42])[F:43])=[CH:39][CH:40]=4)=[O:33])[CH:28]=[CH:29][CH:30]=3)=[N:15]2)[CH2:12][CH2:13]1. The catalyst class is: 155. (3) Reactant: B(Br)(Br)Br.[CH2:5]([C:7]1[C:30]([F:31])=[CH:29][C:10]([O:11][C:12]2[CH:27]=[CH:26][C:15]([C:16]([N:18]3[CH2:23][CH2:22][N:21]([CH3:24])[C:20](=[O:25])[CH2:19]3)=[O:17])=[CH:14][C:13]=2[F:28])=[C:9]([O:32]C)[CH:8]=1)[CH3:6].[Cl-].[NH4+]. Product: [CH2:5]([C:7]1[C:30]([F:31])=[CH:29][C:10]([O:11][C:12]2[CH:27]=[CH:26][C:15]([C:16]([N:18]3[CH2:23][CH2:22][N:21]([CH3:24])[C:20](=[O:25])[CH2:19]3)=[O:17])=[CH:14][C:13]=2[F:28])=[C:9]([OH:32])[CH:8]=1)[CH3:6]. The catalyst class is: 4. (4) Reactant: [Cl:1][C:2]1[CH:3]=[C:4]([C:8]2[N:13]=[C:12]([CH2:14][N:15]3[CH:19]=[N:18][C:17]([C:20](OC)=[O:21])=[N:16]3)[CH:11]=[N:10][C:9]=2[O:24][CH3:25])[CH:5]=[CH:6][CH:7]=1.[BH4-].[Li+]. Product: [Cl:1][C:2]1[CH:3]=[C:4]([C:8]2[N:13]=[C:12]([CH2:14][N:15]3[CH:19]=[N:18][C:17]([CH2:20][OH:21])=[N:16]3)[CH:11]=[N:10][C:9]=2[O:24][CH3:25])[CH:5]=[CH:6][CH:7]=1. The catalyst class is: 20.